Dataset: Experimentally validated miRNA-target interactions with 360,000+ pairs, plus equal number of negative samples. Task: Binary Classification. Given a miRNA mature sequence and a target amino acid sequence, predict their likelihood of interaction. (1) The miRNA is mmu-miR-465c-3p with sequence GAUCAGGGCCUUUCUAAGUAGA. The protein sequence of the target gene is MSAPSEEEEYARLVMEAQPEWLRAEVKRLSHELAETTREKIQAAEYGLAVLEEKHQLKLQFEELEVDYEAIRSEMEQLKEAFGQAHTNHKKVAADGESREESLIQESASKEQYYVRKVLELQTELKQLRNVLTNTQSENERLTSVAQELKEINQNVEIQRGRLRDDIKEYKFREARLLQDYSELEEENISLQKQVSVLRQNQVEFEGLKHEIKRLEEETEYLNSQLEDAIRLKEISERQLEEALETLKTEREQKNNLRKELSHYMSINDSFYTSHLQVSLDGLKFSDDTVTAEPNNDAEA.... Result: 0 (no interaction). (2) The miRNA is mmu-miR-1960 with sequence CCAGUGCUGUUAGAAGAGGGCU. Result: 0 (no interaction). The protein sequence of the target gene is MMYRPDVVRARKRVCWEPWVIGLVIFISLIVLAVCIGLTVHYVRYNQKKTYNYYSTLSFTTDKLYAEFGREASNNFTEMSQRLESMVKNAFYKSPLREEFVKSQVIKFSQQKHGVLAHMLLICRFHSTEDPETVDKIVQLVLHEKLQDAVGPPKVDPHSVKIKKINKTETDSYLNHCCGTRRSKTLGQSLRIVGGTEVEEGEWPWQASLQWDGSHRCGATLINATWLVSAAHCFTTYKNPARWTASFGVTIKPSKMKRGLRRIIVHEKYKHPSHDYDISLAELSSPVPYTNAVHRVCLPD.... (3) The miRNA is hsa-miR-6749-3p with sequence CUCCUCCCCUGCCUGGCCCAG. The protein sequence of the target gene is MELQSRPEALAVELARHQNGDLKKQLHERQPRIAALSDKQALGTITAVPVTGPQVSSLQRLAGQGAAVLPQVRPKTLIPDSLPVAPGRDRPPKQPPTFQKATVVSVKNPSPALPTANNTVSHVPAPGSQPQALAEPAALASPLSSAGVAYAIISTSPSNAAAMAPSTAVSVVSDSIKVQPLLISADNKPPPRLLSSPHPATHHCPLHPSSLPLTPPSPSLSPSPLHGIFQVIIIQPQVQTQPESTAESRPPTEEPSQGAQATKKKKEDRPPTQENPEKIAFMVALGLVTTEHLEEIQSKR.... Result: 1 (interaction). (4) The miRNA is mmu-miR-434-3p with sequence UUUGAACCAUCACUCGACUCCU. The protein sequence of the target gene is MDPAEAVLQEKALKFMCSMPRSLWLGCSSLADSMPSLRCLYNPGTGALTAFQNSSEREDCNNGEPPRKIIPEKNSLRQTYNSCARLCINQETVCLTSTAMKTENCVAKAKLANGTSSMIVPKQRKLSASYEKEKELCVKYFEQWSESDQVEFVEHLISQMCHYQHGHINSYLKPMLQRDFITALPARGLDHIAENILSYLDAKSLCAAELVCKEWYRVTSDGMLWKKLIERMVRTDSLWRGLAERRGWGQYLFKNKPPDENAPPNSFYRALYPKIIQDIETIESNWRCGRHSLQRIHCRS.... Result: 0 (no interaction). (5) The miRNA is mmu-miR-592-5p with sequence AUUGUGUCAAUAUGCGAUGAUGU. The protein sequence of the target gene is MRQLKGKPKKETSKDKKERKQAMQEARQQITTVVLPTLAVVVLLIVVFVYVATRPTITE. Result: 0 (no interaction).